From a dataset of Forward reaction prediction with 1.9M reactions from USPTO patents (1976-2016). Predict the product of the given reaction. (1) Given the reactants [CH2:1]([C:8]1[C:9]([NH2:22])=[N:10][CH:11]=[C:12]([C:14]2[CH:19]=[CH:18][C:17]([O:20][CH3:21])=[CH:16][CH:15]=2)[N:13]=1)[C:2]1[CH:7]=[CH:6][CH:5]=[CH:4][CH:3]=1.[CH3:23][O:24][C:25]1[CH:33]=[CH:32][C:28]([C:29](Cl)=[O:30])=[CH:27][CH:26]=1.O, predict the reaction product. The product is: [CH2:1]([C:8]1[C:9]([NH:22][C:29](=[O:30])[C:28]2[CH:32]=[CH:33][C:25]([O:24][CH3:23])=[CH:26][CH:27]=2)=[N:10][CH:11]=[C:12]([C:14]2[CH:19]=[CH:18][C:17]([O:20][CH3:21])=[CH:16][CH:15]=2)[N:13]=1)[C:2]1[CH:7]=[CH:6][CH:5]=[CH:4][CH:3]=1. (2) Given the reactants [C:1]([Si:5]([CH3:70])([CH3:69])[O:6][CH:7]([CH:17]([O:53]C(=O)CP(CC(F)(F)F)(CC(F)(F)F)=O)[CH2:18][CH:19]=[CH:20][CH:21]([O:45][Si:46]([C:49]([CH3:52])([CH3:51])[CH3:50])([CH3:48])[CH3:47])[CH2:22][C:23](=[CH2:44])[CH2:24][CH:25]([CH3:43])[CH2:26][CH:27]1[CH2:32][CH:31]=[CH:30][CH:29]([CH2:33][CH2:34][O:35][Si:36]([C:39]([CH3:42])([CH3:41])[CH3:40])([CH3:38])[CH3:37])[O:28]1)[CH:8]=[CH:9][CH:10]1[CH2:15][C:14]([CH3:16])=[CH:13][CH2:12][O:11]1)([CH3:4])([CH3:3])[CH3:2].C1C=CC2N(O)N=NC=2C=1.O.CCN=C=NCCCN(C)C.CI, predict the reaction product. The product is: [C:1]([Si:5]([CH3:69])([CH3:70])[O:6][CH:7]([CH:17]([OH:53])[CH2:18][CH:19]=[CH:20][CH:21]([O:45][Si:46]([C:49]([CH3:52])([CH3:51])[CH3:50])([CH3:48])[CH3:47])[CH2:22][C:23](=[CH2:44])[CH2:24][CH:25]([CH3:43])[CH2:26][CH:27]1[CH2:32][CH:31]=[CH:30][CH:29]([CH2:33][CH2:34][O:35][Si:36]([C:39]([CH3:40])([CH3:41])[CH3:42])([CH3:37])[CH3:38])[O:28]1)[CH:8]=[CH:9][CH:10]1[CH2:15][C:14]([CH3:16])=[CH:13][CH2:12][O:11]1)([CH3:4])([CH3:2])[CH3:3]. (3) Given the reactants C[O:2][C:3]([C:5]1[CH:10]=[CH:9][CH:8]=[CH:7][C:6]=1[C:11]1[CH:36]=[CH:35][C:14]([CH2:15][C:16]23[C:24](=[O:25])[N:23]([C:26]4[CH:31]=[C:30]([Cl:32])[CH:29]=[C:28]([Cl:33])[CH:27]=4)[C:22](=[O:34])[N:21]2[CH2:20][CH2:19][CH2:18][CH2:17]3)=[CH:13][CH:12]=1)=[O:4].[OH-].[Na+].Cl, predict the reaction product. The product is: [C:3]([C:5]1[CH:10]=[CH:9][CH:8]=[CH:7][C:6]=1[C:11]1[CH:12]=[CH:13][C:14]([CH2:15][C:16]23[C:24](=[O:25])[N:23]([C:26]4[CH:27]=[C:28]([Cl:33])[CH:29]=[C:30]([Cl:32])[CH:31]=4)[C:22](=[O:34])[N:21]2[CH2:20][CH2:19][CH2:18][CH2:17]3)=[CH:35][CH:36]=1)([OH:4])=[O:2]. (4) Given the reactants Cl.C(OC([N:9]1[CH2:14][CH2:13][N:12]([CH2:15][CH2:16][O:17][C:18]2[CH:23]=[C:22]([CH2:24][OH:25])[N:21]=[C:20]([CH2:26][OH:27])[CH:19]=2)[CH2:11][CH2:10]1)=O)(C)(C)C, predict the reaction product. The product is: [N:12]1([CH2:15][CH2:16][O:17][C:18]2[CH:23]=[C:22]([CH2:24][OH:25])[N:21]=[C:20]([CH2:26][OH:27])[CH:19]=2)[CH2:13][CH2:14][NH:9][CH2:10][CH2:11]1. (5) Given the reactants C(N(CC)CC)C.[CH2:8]([O:10][C:11]([C:13]1[C:18](O)=[CH:17][C:16](=[O:20])[N:15]([CH3:21])[CH:14]=1)=[O:12])[CH3:9].O=P(Cl)(Cl)[Cl:24], predict the reaction product. The product is: [CH2:8]([O:10][C:11]([C:13]1[C:18]([Cl:24])=[CH:17][C:16](=[O:20])[N:15]([CH3:21])[CH:14]=1)=[O:12])[CH3:9]. (6) Given the reactants C(OC([N:8]1[C:16]2[C:11](=[CH:12][C:13]([O:17][CH2:18][C:19]3[CH:24]=[CH:23][CH:22]=[CH:21][CH:20]=3)=[CH:14][CH:15]=2)[C:10]([C:25]2[N:26](C(OC(C)(C)C)=O)[C:27]3[C:32]([CH:33]=2)=[CH:31][CH:30]=[C:29]([O:34][CH2:35][CH2:36][N:37]([CH2:40][CH3:41])[CH2:38][CH3:39])[CH:28]=3)=[N:9]1)=O)(C)(C)C.FC(F)(F)C(O)=O, predict the reaction product. The product is: [CH2:18]([O:17][C:13]1[CH:12]=[C:11]2[C:16](=[CH:15][CH:14]=1)[NH:8][N:9]=[C:10]2[C:25]1[NH:26][C:27]2[C:32]([CH:33]=1)=[CH:31][CH:30]=[C:29]([O:34][CH2:35][CH2:36][N:37]([CH2:40][CH3:41])[CH2:38][CH3:39])[CH:28]=2)[C:19]1[CH:24]=[CH:23][CH:22]=[CH:21][CH:20]=1. (7) Given the reactants CCN(C(C)C)C(C)C.[C:10]([C:14]1[N:22]=[C:21]2[C:17]([N:18]=[CH:19][N:20]2[CH2:23][C:24]2[C:29]([Cl:30])=[CH:28][CH:27]=[CH:26][N:25]=2)=[C:16](Cl)[N:15]=1)([CH3:13])([CH3:12])[CH3:11].[CH2:32]1[C:35]2([CH2:38][NH:37][CH2:36]2)[CH2:34][S:33]1.[OH2:39].[O:40]1CCOCC1, predict the reaction product. The product is: [C:10]([C:14]1[N:22]=[C:21]2[C:17]([N:18]=[CH:19][N:20]2[CH2:23][C:24]2[C:29]([Cl:30])=[CH:28][CH:27]=[CH:26][N:25]=2)=[C:16]([N:37]2[CH2:38][C:35]3([CH2:34][S:33](=[O:40])(=[O:39])[CH2:32]3)[CH2:36]2)[N:15]=1)([CH3:13])([CH3:12])[CH3:11]. (8) Given the reactants C([SiH2][O:6][C:7](C)(C)[C:8]1[C:13]([C:14]2[CH:19]=[C:18]([NH:20][C:21]3[CH:26]=[CH:25][C:24]([C:27]([N:29]4[CH2:34][CH2:33][O:32][CH2:31][CH2:30]4)=[O:28])=[CH:23][N:22]=3)[C:17](=[O:35])[N:16]([CH3:36])[CH:15]=2)=[CH:12][CH:11]=[CH:10][C:9]=1[N:37]1[CH:46]=[CH:45][C:44]2[C:39](=[CH:40][CH:41]=[C:42]([CH:47]3[CH2:49][CH2:48]3)[CH:43]=2)[C:38]1=[O:50])(C)(C)C.[F-].C([N+](CCCC)(CCCC)CCCC)CCC, predict the reaction product. The product is: [CH:47]1([C:42]2[CH:43]=[C:44]3[C:39](=[CH:40][CH:41]=2)[C:38](=[O:50])[N:37]([C:9]2[CH:10]=[CH:11][CH:12]=[C:13]([C:14]4[CH:19]=[C:18]([NH:20][C:21]5[CH:26]=[CH:25][C:24]([C:27]([N:29]6[CH2:34][CH2:33][O:32][CH2:31][CH2:30]6)=[O:28])=[CH:23][N:22]=5)[C:17](=[O:35])[N:16]([CH3:36])[CH:15]=4)[C:8]=2[CH2:7][OH:6])[CH:46]=[CH:45]3)[CH2:48][CH2:49]1.